This data is from Catalyst prediction with 721,799 reactions and 888 catalyst types from USPTO. The task is: Predict which catalyst facilitates the given reaction. (1) Reactant: [Cl:1][C:2]1[N:7]=[C:6](Cl)[C:5]([F:9])=[CH:4][N:3]=1.[NH:10]1[C:14]([C:15]2[CH:16]=[C:17]([CH:19]=[CH:20][CH:21]=2)[NH2:18])=[N:13][N:12]=[N:11]1.O. Product: [Cl:1][C:2]1[N:7]=[C:6]([NH:18][C:17]2[CH:19]=[CH:20][CH:21]=[C:15]([C:14]3[NH:13][N:12]=[N:11][N:10]=3)[CH:16]=2)[C:5]([F:9])=[CH:4][N:3]=1. The catalyst class is: 24. (2) Reactant: CN(C)C=O.[F:6][C:7]([F:16])([F:15])[C:8]1[CH:13]=[CH:12][CH:11]=[CH:10][C:9]=1[OH:14].Br[CH2:18][C:19]([O:21][CH2:22][CH3:23])=[O:20].C(=O)([O-])[O-].[K+].[K+]. Product: [C:19]([O:21][CH2:22][CH2:23][O:14][C:9]1[CH:10]=[CH:11][CH:12]=[CH:13][C:8]=1[C:7]([F:15])([F:16])[F:6])(=[O:20])[CH3:18]. The catalyst class is: 6. (3) Reactant: [CH2:1]([N:5]1[C:13]([S:14][C:15]2[S:16][C:17]3[C:23]([CH2:24][O:25]COC)=[CH:22][CH:21]=[CH:20][C:18]=3[N:19]=2)=[N:12][C:11]2[C:6]1=[N:7][CH:8]=[N:9][C:10]=2[NH2:29])[CH2:2][CH2:3][CH3:4].Cl. Product: [NH2:29][C:10]1[N:9]=[CH:8][N:7]=[C:6]2[C:11]=1[N:12]=[C:13]([S:14][C:15]1[S:16][C:17]3[C:23]([CH2:24][OH:25])=[CH:22][CH:21]=[CH:20][C:18]=3[N:19]=1)[N:5]2[CH2:1][CH2:2][CH2:3][CH3:4]. The catalyst class is: 5. (4) Reactant: [H-].[Na+].[CH2:3]([C:5]1[C:14]([CH3:15])=[C:13]([O:16][C:17]([CH:19]2CC2)=[O:18])[C:12]2[C:7](=[CH:8][C:9]([F:23])=[C:10]([F:22])[CH:11]=2)[N:6]=1)[CH3:4].C(C1C(C)=C(OC(C2CC2)=O)C2C(=CC=C(F)C=2F)N=1)C.O. Product: [CH2:3]([C:5]1[C:14]([CH3:15])=[C:13]([O:16][C:17](=[O:18])[CH3:19])[C:12]2[C:7](=[CH:8][C:9]([F:23])=[C:10]([F:22])[CH:11]=2)[N:6]=1)[CH3:4]. The catalyst class is: 7. (5) Reactant: [I:1][C:2]1[CH:3]=[C:4]([NH:10]N)[CH:5]=[C:6]([I:9])[C:7]=1[I:8].[CH3:12][CH:13]([CH3:17])[C:14](=O)[CH3:15]. Product: [I:1][C:2]1[C:7]([I:8])=[C:6]([I:9])[CH:5]=[C:4]2[C:3]=1[C:13]([CH3:17])([CH3:12])[C:14]([CH3:15])=[N:10]2. The catalyst class is: 15. (6) Reactant: [Br:1]Br.C1(P(C2C=CC=CC=2)C2C=CC=CC=2)C=CC=CC=1.[CH3:22][C:23]1([C:28]2[O:32][CH:31]=[C:30]([CH2:33]O)[CH:29]=2)[O:27][CH2:26][CH2:25][O:24]1. Product: [Br:1][CH2:33][C:30]1[CH:29]=[C:28]([C:23]2([CH3:22])[O:27][CH2:26][CH2:25][O:24]2)[O:32][CH:31]=1. The catalyst class is: 717.